From a dataset of Catalyst prediction with 721,799 reactions and 888 catalyst types from USPTO. Predict which catalyst facilitates the given reaction. (1) Reactant: Cl[C:2]1[C:7]([CH2:8][CH2:9][C:10]([NH:12][C:13]2[C:18]([Cl:19])=[CH:17][CH:16]=[CH:15][C:14]=2[Cl:20])=[O:11])=[C:6]([C:21]2[CH:26]=[CH:25][C:24]([F:27])=[CH:23][C:22]=2[F:28])[N:5]=[C:4]([S:29][CH3:30])[N:3]=1.CC(N=NC(C#N)(C)C)(C#N)C. Product: [Cl:20][C:14]1[CH:15]=[CH:16][CH:17]=[C:18]([Cl:19])[C:13]=1[N:12]1[C:2]2[N:3]=[C:4]([S:29][CH3:30])[N:5]=[C:6]([C:21]3[CH:26]=[CH:25][C:24]([F:27])=[CH:23][C:22]=3[F:28])[C:7]=2[CH:8]=[CH:9][C:10]1=[O:11]. The catalyst class is: 53. (2) The catalyst class is: 15. Product: [Cl:1][C:2]1[CH:7]=[CH:6][CH:5]=[CH:4][C:3]=1[C:8]1[CH:9]=[C:10]2[N:13]=[C:16]([CH3:18])[CH:15]=[C:14]([OH:19])[N:11]2[N:12]=1. Reactant: [Cl:1][C:2]1[CH:7]=[CH:6][CH:5]=[CH:4][C:3]=1[C:8]1[CH:9]=[C:10]([NH2:13])[NH:11][N:12]=1.[C:14](OCC)(=[O:19])[CH2:15][C:16]([CH3:18])=O. (3) Reactant: CCN=C=NCCCN(C)C.[OH:12][CH2:13][C:14]1[N:18]2[C:19](=[O:35])[N:20]([CH:22]3[CH2:27][CH2:26][N:25]([C:28]([O:30][C:31]([CH3:34])([CH3:33])[CH3:32])=[O:29])[CH2:24][CH2:23]3)[CH2:21][C:17]2=[CH:16][N:15]=1.[C:36]([NH:39][CH2:40][CH2:41][CH2:42][C:43](O)=[O:44])(=[O:38])[CH3:37].CN(C1C=CC=CN=1)C. Product: [C:36]([NH:39][CH2:40][CH2:41][CH2:42][C:43]([O:12][CH2:13][C:14]1[N:18]2[C:19](=[O:35])[N:20]([CH:22]3[CH2:23][CH2:24][N:25]([C:28]([O:30][C:31]([CH3:32])([CH3:34])[CH3:33])=[O:29])[CH2:26][CH2:27]3)[CH2:21][C:17]2=[CH:16][N:15]=1)=[O:44])(=[O:38])[CH3:37]. The catalyst class is: 545. (4) Reactant: [CH3:1][NH:2][CH3:3].C1COCC1.[CH3:9][CH:10]([CH3:39])[C@@H:11]([NH:20][C:21]1[CH:22]=[C:23]([C:27]2[C:35]3[C:30](=[N:31][CH:32]=[C:33]([C:36](O)=[O:37])[CH:34]=3)[NH:29][CH:28]=2)[CH:24]=[N:25][CH:26]=1)[C:12](=[O:19])[NH:13][CH2:14][C:15]([F:18])([F:17])[F:16].CCN(C(C)C)C(C)C.C(P1(=O)OP(=O)(CCC)OP(=O)(CCC)O1)CC.C1CN([P+](ON2N=NC3C=CC=CC2=3)(N2CCCC2)N2CCCC2)CC1.F[P-](F)(F)(F)(F)F. Product: [CH3:1][N:2]([CH3:3])[C:36]([C:33]1[CH:34]=[C:35]2[C:27]([C:23]3[CH:24]=[N:25][CH:26]=[C:21]([NH:20][C@H:11]([CH:10]([CH3:39])[CH3:9])[C:12](=[O:19])[NH:13][CH2:14][C:15]([F:18])([F:16])[F:17])[CH:22]=3)=[CH:28][NH:29][C:30]2=[N:31][CH:32]=1)=[O:37]. The catalyst class is: 3. (5) Reactant: [C:1]1([C:13]2[C:14](=[O:28])[NH:15][C:16](=[O:27])[C:17]=2[C:18]2[C:26]3[C:21](=[CH:22][CH:23]=[CH:24][CH:25]=3)[NH:20][CH:19]=2)[C:11]2=[C:12]3[C:7](=[CH:8][CH:9]=[CH:10]2)[CH2:6][CH2:5][CH2:4][N:3]3[CH:2]=1.[H][H]. Product: [C:1]1([C@H:13]2[C@@H:17]([C:18]3[C:26]4[C:21](=[CH:22][CH:23]=[CH:24][CH:25]=4)[NH:20][CH:19]=3)[C:16](=[O:27])[NH:15][C:14]2=[O:28])[C:11]2=[C:12]3[C:7](=[CH:8][CH:9]=[CH:10]2)[CH2:6][CH2:5][CH2:4][N:3]3[CH:2]=1. The catalyst class is: 43. (6) Reactant: [Br:1][C:2]1[CH:16]=[CH:15][C:5]2[C:6]3[N:10]([CH2:11][CH2:12][O:13][C:4]=2[CH:3]=1)[CH:9]=[C:8](I)[N:7]=3.C([Sn](CCCC)(CCCC)[C:22]1[CH:27]=[CH:26][CH:25]=[CH:24][N:23]=1)CCC. Product: [Br:1][C:2]1[CH:16]=[CH:15][C:5]2[C:6]3[N:10]([CH2:11][CH2:12][O:13][C:4]=2[CH:3]=1)[CH:9]=[C:8]([C:22]1[CH:27]=[CH:26][CH:25]=[CH:24][N:23]=1)[N:7]=3. The catalyst class is: 870. (7) Reactant: [Cl:1][C:2]1[CH:7]=[C:6]([O:8][C:9]([F:12])([F:11])[F:10])[CH:5]=[CH:4][C:3]=1[NH:13][C:14]([C:16]1[CH:21]=[CH:20][C:19]([S:22]([CH3:25])(=[O:24])=[O:23])=[CH:18][N:17]=1)=O.P(Cl)(Cl)(Cl)(Cl)[Cl:27]. Product: [Cl:1][C:2]1[CH:7]=[C:6]([O:8][C:9]([F:12])([F:11])[F:10])[CH:5]=[CH:4][C:3]=1[N:13]=[C:14]([Cl:27])[C:16]1[CH:21]=[CH:20][C:19]([S:22]([CH3:25])(=[O:24])=[O:23])=[CH:18][N:17]=1. The catalyst class is: 48. (8) Reactant: [CH3:1][O:2][C:3]1[CH:11]=[CH:10][C:6]([C:7]([NH2:9])=[S:8])=[CH:5][CH:4]=1.[Cl:12][CH2:13][C:14]([CH2:16]Cl)=[O:15]. Product: [ClH:12].[Cl:12][CH2:13][C:14](=[O:15])[CH2:16][S:8][C:7](=[NH:9])[C:6]1[CH:10]=[CH:11][C:3]([O:2][CH3:1])=[CH:4][CH:5]=1. The catalyst class is: 21.